From a dataset of CYP2C9 inhibition data for predicting drug metabolism from PubChem BioAssay. Regression/Classification. Given a drug SMILES string, predict its absorption, distribution, metabolism, or excretion properties. Task type varies by dataset: regression for continuous measurements (e.g., permeability, clearance, half-life) or binary classification for categorical outcomes (e.g., BBB penetration, CYP inhibition). Dataset: cyp2c9_veith. (1) The molecule is COc1ccc(NC(=O)N2CC3(CCN(C(C)=O)CC3)C2)cc1. The result is 0 (non-inhibitor). (2) The compound is Cc1ccccc1S(=O)(=O)Oc1ccccc1C(=O)Oc1ccccc1. The result is 1 (inhibitor). (3) The molecule is Cl.O=C1c2cccc3cccc(c23)C(=O)N1CC1CCN(CC(O)COc2ccc3ccccc3c2)CC1. The result is 1 (inhibitor). (4) The compound is COc1ccccc1CN1CCCC2(CCNCC2)C1. The result is 0 (non-inhibitor). (5) The drug is O=c1n(Cc2cc3c(cc2Cl)OCO3)c(=O)n2n1CC[C@H]1/C(=N\OC[C@@H](O)COCc3ccco3)[C@H]3O[C@@H]3[C@@H](O)[C@@H]12. The result is 0 (non-inhibitor). (6) The compound is Cc1cc(C(=O)OC2CCOC2=O)c2ccccc2n1. The result is 0 (non-inhibitor). (7) The compound is O=C(Nc1ccccc1C(=O)NCC1CCCO1)c1ccc(Cl)cc1Cl. The result is 1 (inhibitor).